Task: Predict the product of the given reaction.. Dataset: Forward reaction prediction with 1.9M reactions from USPTO patents (1976-2016) The product is: [CH2:35]([C:14]1[C:5]([OH:4])=[CH:6][CH:7]=[C:8]2[C:13]=1[O:12][C:11]([CH:15]1[CH2:20][CH2:19][N:18]([C:21](=[O:24])[CH2:22][CH3:23])[CH2:17][CH2:16]1)=[C:10]([CH3:25])[C:9]2=[O:26])[CH:30]=[CH2:31]. Given the reactants C([O:4][C:5]1[CH:14]=[C:13]2[C:8]([C:9](=[O:26])[C:10]([CH3:25])=[C:11]([CH:15]3[CH2:20][CH2:19][N:18]([C:21](=[O:24])[CH2:22][CH3:23])[CH2:17][CH2:16]3)[O:12]2)=[CH:7][CH:6]=1)C=C.Cl.CN(C)[C:30]1[CH:35]=CC=C[CH:31]=1, predict the reaction product.